Task: Regression. Given two drug SMILES strings and cell line genomic features, predict the synergy score measuring deviation from expected non-interaction effect.. Dataset: NCI-60 drug combinations with 297,098 pairs across 59 cell lines Drug 1: CCC1(CC2CC(C3=C(CCN(C2)C1)C4=CC=CC=C4N3)(C5=C(C=C6C(=C5)C78CCN9C7C(C=CC9)(C(C(C8N6C=O)(C(=O)OC)O)OC(=O)C)CC)OC)C(=O)OC)O.OS(=O)(=O)O. Drug 2: CC=C1C(=O)NC(C(=O)OC2CC(=O)NC(C(=O)NC(CSSCCC=C2)C(=O)N1)C(C)C)C(C)C. Cell line: NCIH23. Synergy scores: CSS=74.8, Synergy_ZIP=2.57, Synergy_Bliss=2.70, Synergy_Loewe=1.57, Synergy_HSA=4.95.